Task: Predict the product of the given reaction.. Dataset: Forward reaction prediction with 1.9M reactions from USPTO patents (1976-2016) Given the reactants [C:1]([O:5][C:6](=[O:31])[NH:7][C@H:8]([CH2:22][C:23]1[CH:28]=[C:27]([F:29])[CH:26]=[CH:25][C:24]=1[F:30])[C:9](=[O:21])[CH2:10][C:11]1[C:16]([NH:17][C:18](=[O:20])[CH3:19])=[CH:15][CH:14]=[CH:13][N:12]=1)([CH3:4])([CH3:3])[CH3:2].C(O[BH-](OC(=O)C)OC(=O)C)(=O)C.[Li+], predict the reaction product. The product is: [C:1]([O:5][C:6](=[O:31])[NH:7][C@H:8]([CH2:22][C:23]1[CH:28]=[C:27]([F:29])[CH:26]=[CH:25][C:24]=1[F:30])[C@@H:9]([OH:21])[CH2:10][C:11]1[C:16]([NH:17][C:18](=[O:20])[CH3:19])=[CH:15][CH:14]=[CH:13][N:12]=1)([CH3:2])([CH3:3])[CH3:4].